This data is from Acute oral toxicity (LD50) regression data from Zhu et al.. The task is: Regression/Classification. Given a drug SMILES string, predict its toxicity properties. Task type varies by dataset: regression for continuous values (e.g., LD50, hERG inhibition percentage) or binary classification for toxic/non-toxic outcomes (e.g., AMES mutagenicity, cardiotoxicity, hepatotoxicity). Dataset: ld50_zhu. The molecule is Fc1cc(Cl)cc2[nH]c(C(F)(F)F)nc12. The rat oral LD50 is 4.51, given as -log10 of the dose in mol/kg body weight (higher means more acutely toxic).